From a dataset of Peptide-MHC class II binding affinity with 134,281 pairs from IEDB. Regression. Given a peptide amino acid sequence and an MHC pseudo amino acid sequence, predict their binding affinity value. This is MHC class II binding data. (1) The peptide sequence is CEAVRRVAAMQAQKA. The MHC is DRB1_0101 with pseudo-sequence DRB1_0101. The binding affinity (normalized) is 0.798. (2) The peptide sequence is ENVKMEDVGYPIIID. The MHC is DRB1_0401 with pseudo-sequence DRB1_0401. The binding affinity (normalized) is 0.263. (3) The peptide sequence is IRALVGDEVELPCRI. The MHC is HLA-DPA10201-DPB11401 with pseudo-sequence HLA-DPA10201-DPB11401. The binding affinity (normalized) is 0.192. (4) The peptide sequence is THMMIWHSNLNDTTY. The MHC is DRB1_1101 with pseudo-sequence DRB1_1101. The binding affinity (normalized) is 0.116. (5) The peptide sequence is GLGWYKIEIDQDHQE. The MHC is HLA-DPA10201-DPB11401 with pseudo-sequence HLA-DPA10201-DPB11401. The binding affinity (normalized) is 0. (6) The peptide sequence is EKKYFAATIFEPLAA. The binding affinity (normalized) is 0.534. The MHC is HLA-DQA10501-DQB10301 with pseudo-sequence HLA-DQA10501-DQB10301. (7) The peptide sequence is AGFFLLTRILTIPQS. The MHC is DRB1_0405 with pseudo-sequence DRB1_0405. The binding affinity (normalized) is 0.488. (8) The peptide sequence is GELQIVDKIDAAFKA. The MHC is DRB3_0202 with pseudo-sequence DRB3_0202. The binding affinity (normalized) is 0.217.